Dataset: NCI-60 drug combinations with 297,098 pairs across 59 cell lines. Task: Regression. Given two drug SMILES strings and cell line genomic features, predict the synergy score measuring deviation from expected non-interaction effect. (1) Drug 1: CC(CN1CC(=O)NC(=O)C1)N2CC(=O)NC(=O)C2. Drug 2: C(=O)(N)NO. Cell line: NCI-H460. Synergy scores: CSS=55.5, Synergy_ZIP=-1.34, Synergy_Bliss=2.76, Synergy_Loewe=4.41, Synergy_HSA=8.44. (2) Drug 1: C1CC(C1)(C(=O)O)C(=O)O.[NH2-].[NH2-].[Pt+2]. Drug 2: CC(C)(C#N)C1=CC(=CC(=C1)CN2C=NC=N2)C(C)(C)C#N. Cell line: HCT-15. Synergy scores: CSS=-15.5, Synergy_ZIP=11.5, Synergy_Bliss=12.4, Synergy_Loewe=-12.2, Synergy_HSA=-6.16. (3) Drug 1: C1=CC(=C2C(=C1NCCNCCO)C(=O)C3=C(C=CC(=C3C2=O)O)O)NCCNCCO. Drug 2: C1=NC2=C(N=C(N=C2N1C3C(C(C(O3)CO)O)F)Cl)N. Cell line: HCT116. Synergy scores: CSS=51.3, Synergy_ZIP=-6.78, Synergy_Bliss=-9.81, Synergy_Loewe=-8.15, Synergy_HSA=-4.75.